From a dataset of Full USPTO retrosynthesis dataset with 1.9M reactions from patents (1976-2016). Predict the reactants needed to synthesize the given product. (1) Given the product [CH3:1][O:2][C:3]1[CH:17]=[C:16]([O:18][CH3:19])[CH:15]=[CH:14][C:4]=1[CH2:5][N:6]1[S:7](=[O:13])(=[O:12])[N:8]([CH2:21][C:22]2[CH:30]=[CH:29][C:25]([C:26]([OH:28])=[O:27])=[CH:24][CH:23]=2)[CH2:9][C:10]1=[O:11], predict the reactants needed to synthesize it. The reactants are: [CH3:1][O:2][C:3]1[CH:17]=[C:16]([O:18][CH3:19])[CH:15]=[CH:14][C:4]=1[CH2:5][N:6]1[C:10](=[O:11])[CH2:9][NH:8][S:7]1(=[O:13])=[O:12].Br[CH2:21][C:22]1[CH:30]=[CH:29][C:25]([C:26]([OH:28])=[O:27])=[CH:24][CH:23]=1.C1CCN2C(=NCCC2)CC1. (2) Given the product [CH2:8]1[CH:7]([CH2:6][N:5]2[C:1](=[O:23])[CH:2]=[CH:3][C:4]2=[O:22])[CH2:15][CH2:16][CH:11]([C:12]([NH:14][CH2:61][CH2:60][CH2:59][CH2:58][CH2:57][C:55]([O:54][N:51]2[C:49](=[O:50])[CH2:48][CH2:47][C:52]2=[O:53])=[O:56])=[O:13])[CH2:9]1, predict the reactants needed to synthesize it. The reactants are: [C:1]1(=[O:23])[N:5]([C:6]2[CH:7]=[C:8](C=CC=2)[C:9]([CH:11]2[CH2:16][C:15](=O)[N:14](O)[C:12]2=[O:13])=O)[C:4](=[O:22])[CH:3]=[CH:2]1.C1(=O)N(C2C=CC(C(C3CC(=O)N(O)C3=O)=O)=CC=2)C(=O)C=C1.[CH2:47]1[C:52](=[O:53])[N:51]([O:54][C:55]([C:57]2C=[CH:61][C:60](NC(CI)=O)=[CH:59][CH:58]=2)=[O:56])[C:49](=[O:50])[CH:48]1S([O-])(=O)=O.[Na+].C1(=O)N(C2C=CC(N=C=O)=CC=2)C(=O)C=C1. (3) The reactants are: [CH2:1]1[C:9]2[C:4](=[CH:5][CH:6]=[CH:7][CH:8]=2)[CH2:3][CH:2]1[C@H:10]1[NH:15][C:14](=[O:16])[C@@H:13]([CH:17]([CH2:20][CH3:21])[CH2:18][CH3:19])[N:12]([CH2:22]C2C=CC=CC=2C(O)=O)[C:11]1=[O:32].C([N:35]([CH2:38][CH3:39])[CH2:36]C)C.F[B-](F)(F)F.N1(OC(N(C)C)=[N+](C)C)[C:49]2[CH:50]=C[CH:52]=[CH:53][C:48]=2N=N1.CN.[O:64]1CCCC1. Given the product [CH2:1]1[C:5]2[C:4](=[CH:9][CH:8]=[CH:7][CH:6]=2)[CH2:3][CH:2]1[C@H:10]1[NH:15][C:14](=[O:16])[C@@H:13]([CH:17]([CH2:18][CH3:19])[CH2:20][CH3:21])[N:12]([CH2:22][C:52]2[CH:53]=[CH:48][CH:49]=[CH:50][C:39]=2[C:38]([NH:35][CH3:36])=[O:64])[C:11]1=[O:32], predict the reactants needed to synthesize it. (4) The reactants are: [CH2:1]([N:8]1[CH:13]([C:14]2[CH:19]=[CH:18][CH:17]=[CH:16][CH:15]=2)[CH2:12][C:11]([CH3:21])([CH3:20])[N:10]2[N:22]=[CH:23][C:24]([S:25]([CH2:28][C:29]3[CH:34]=[CH:33][C:32]([CH3:35])=[CH:31][CH:30]=3)(=[O:27])=[O:26])=[C:9]12)[C:2]1[CH:7]=[CH:6][CH:5]=[CH:4][CH:3]=1.[CH2:36]([Li])CCC.IC. Given the product [CH2:1]([N:8]1[CH:13]([C:14]2[CH:15]=[CH:16][CH:17]=[CH:18][CH:19]=2)[CH2:12][C:11]([CH3:21])([CH3:20])[N:10]2[N:22]=[CH:23][C:24]([S:25]([CH:28]([C:29]3[CH:34]=[CH:33][C:32]([CH3:35])=[CH:31][CH:30]=3)[CH3:36])(=[O:27])=[O:26])=[C:9]12)[C:2]1[CH:7]=[CH:6][CH:5]=[CH:4][CH:3]=1, predict the reactants needed to synthesize it.